Dataset: Forward reaction prediction with 1.9M reactions from USPTO patents (1976-2016). Task: Predict the product of the given reaction. (1) Given the reactants [Br:1][C:2]1[CH:3]=[N:4][C:5]([O:8][C:9]2[CH:10]=[C:11]([CH:21]=[CH:22][CH:23]=2)[CH2:12]P(=O)(OCC)OCC)=[N:6][CH:7]=1.O1CCOCCOCCOCCOCC1.[H-].[Na+].[C:41]([O:45][C:46]([N:48]1[CH2:53][CH2:52][C:51](=O)[CH2:50][CH2:49]1)=[O:47])([CH3:44])([CH3:43])[CH3:42], predict the reaction product. The product is: [Br:1][C:2]1[CH:7]=[N:6][C:5]([O:8][C:9]2[CH:10]=[C:11]([CH:21]=[CH:22][CH:23]=2)[CH:12]=[C:51]2[CH2:52][CH2:53][N:48]([C:46]([O:45][C:41]([CH3:44])([CH3:43])[CH3:42])=[O:47])[CH2:49][CH2:50]2)=[N:4][CH:3]=1. (2) Given the reactants [C:1]([C:3]1[CH:18]=[CH:17][CH:16]=[CH:15][C:4]=1[O:5][C:6]1[CH:14]=[CH:13][C:9]([C:10]([OH:12])=O)=[CH:8][CH:7]=1)#[N:2].ON1C2C=CC=CC=2N=N1.C(N(CC)CC)C.[NH2:36][CH2:37][C:38]1[C:39]([OH:46])=[N:40][C:41]([CH3:45])=[CH:42][C:43]=1[CH3:44], predict the reaction product. The product is: [C:1]([C:3]1[CH:18]=[CH:17][CH:16]=[CH:15][C:4]=1[O:5][C:6]1[CH:7]=[CH:8][C:9]([C:10]([NH:36][CH2:37][C:38]2[C:39]([OH:46])=[N:40][C:41]([CH3:45])=[CH:42][C:43]=2[CH3:44])=[O:12])=[CH:13][CH:14]=1)#[N:2]. (3) Given the reactants Cl.[O:2]=[C:3]1[NH:11][C:6]2=[N:7][CH:8]=[CH:9][CH:10]=[C:5]2[C:4]21[CH2:19][C:18]1[C:13](=[CH:14][CH:15]=[C:16]([NH:20][C:21]3[N:26]=[CH:25][N:24]=[C:23]([C:27](O)=[O:28])[CH:22]=3)[CH:17]=1)[CH2:12]2.Cl.[CH3:31][C:32]1[CH:40]=[C:39]2[C:35]([CH2:36][CH2:37][NH:38]2)=[CH:34][CH:33]=1.CCN(C(C)C)C(C)C.CN(C(ON1N=NC2C=CC=CC1=2)=[N+](C)C)C.[B-](F)(F)(F)F, predict the reaction product. The product is: [CH3:31][C:32]1[CH:40]=[C:39]2[C:35]([CH2:36][CH2:37][N:38]2[C:27]([C:23]2[N:24]=[CH:25][N:26]=[C:21]([NH:20][C:16]3[CH:17]=[C:18]4[C:13](=[CH:14][CH:15]=3)[CH2:12][C:4]3([C:5]5[C:6](=[N:7][CH:8]=[CH:9][CH:10]=5)[NH:11][C:3]3=[O:2])[CH2:19]4)[CH:22]=2)=[O:28])=[CH:34][CH:33]=1.